From a dataset of Forward reaction prediction with 1.9M reactions from USPTO patents (1976-2016). Predict the product of the given reaction. The product is: [CH3:1][O:2][C:3]([C:5]1[CH:6]=[N:7][CH:8]=[C:9]([O:11][C:23]2[CH:28]=[CH:27][C:26]([N+:29]([O-:31])=[O:30])=[CH:25][CH:24]=2)[CH:10]=1)=[O:4]. Given the reactants [CH3:1][O:2][C:3]([C:5]1[CH:6]=[N:7][CH:8]=[C:9]([OH:11])[CH:10]=1)=[O:4].C[Si]([N-][Si](C)(C)C)(C)C.[K+].F[C:23]1[CH:28]=[CH:27][C:26]([N+:29]([O-:31])=[O:30])=[CH:25][CH:24]=1.C(=O)([O-])[O-].[K+].[K+], predict the reaction product.